Predict the product of the given reaction. From a dataset of Forward reaction prediction with 1.9M reactions from USPTO patents (1976-2016). (1) Given the reactants [CH3:1][C:2]([CH3:21])([CH3:20])[CH2:3][N:4]([CH2:17][CH2:18][OH:19])[C:5]1[CH:12]=[CH:11][C:8]([C:9]#[N:10])=[C:7]([C:13]([F:16])([F:15])[F:14])[CH:6]=1.[F:22][C:23]1[CH:28]=[CH:27][C:26](O)=[CH:25][CH:24]=1, predict the reaction product. The product is: [CH3:1][C:2]([CH3:21])([CH3:20])[CH2:3][N:4]([CH2:17][CH2:18][O:19][C:26]1[CH:27]=[CH:28][C:23]([F:22])=[CH:24][CH:25]=1)[C:5]1[CH:12]=[CH:11][C:8]([C:9]#[N:10])=[C:7]([C:13]([F:14])([F:15])[F:16])[CH:6]=1. (2) Given the reactants [Cl:1][C:2]1[CH:3]=[C:4]2[C:9](=[C:10]([F:12])[CH:11]=1)[C:8]([CH3:14])([CH3:13])[C:7](=[O:15])[C:6]([C:16](OCC)=[O:17])=[C:5]2[OH:21].C(N(C(C)C)C(C)C)C.Cl.[NH2:32][CH2:33][C:34]([O:36][C:37]([CH3:40])([CH3:39])[CH3:38])=[O:35], predict the reaction product. The product is: [Cl:1][C:2]1[CH:3]=[C:4]2[C:9](=[C:10]([F:12])[CH:11]=1)[C:8]([CH3:14])([CH3:13])[C:7](=[O:15])[C:6]([C:16]([NH:32][CH2:33][C:34]([O:36][C:37]([CH3:40])([CH3:39])[CH3:38])=[O:35])=[O:17])=[C:5]2[OH:21]. (3) Given the reactants C([Mg]Br)C.C(OCC)C.I[C:11]1[N:12]=[C:13]2[CH2:19][CH2:18][O:17][C:16]3[CH:20]=[C:21]([C:24]([O:26][CH3:27])=[O:25])[CH:22]=[N:23][C:15]=3[N:14]2[C:28]=1[I:29].O1CCCC1, predict the reaction product. The product is: [I:29][C:28]1[N:14]2[C:15]3[N:23]=[CH:22][C:21]([C:24]([O:26][CH3:27])=[O:25])=[CH:20][C:16]=3[O:17][CH2:18][CH2:19][C:13]2=[N:12][CH:11]=1. (4) Given the reactants [CH:1]([C:4]1[N:5]=[C:6]([C:9]2[CH:18]=[C:17](O)[C:16]3[C:11](=[C:12]([CH3:22])[C:13]([O:20][CH3:21])=[CH:14][CH:15]=3)[N:10]=2)[S:7][CH:8]=1)([CH3:3])[CH3:2].P(Cl)(Cl)([Cl:25])=O.[OH-].[Na+], predict the reaction product. The product is: [CH:1]([C:4]1[N:5]=[C:6]([C:9]2[CH:18]=[C:17]([Cl:25])[C:16]3[C:11](=[C:12]([CH3:22])[C:13]([O:20][CH3:21])=[CH:14][CH:15]=3)[N:10]=2)[S:7][CH:8]=1)([CH3:3])[CH3:2]. (5) Given the reactants [F:1][C:2]1[CH:7]=[CH:6][C:5]([CH2:8][NH:9][C@H:10]2[CH:19]3[CH:14]4[CH:15]5[CH:18]3[CH:17]3[CH:12]([CH:13]4[CH:16]53)[C@H:11]2[C:20](OC)=[O:21])=[CH:4][CH:3]=1.[CH3:24][S:25]([NH:28][C:29]1[CH:44]=[CH:43][C:32]2[NH:33][C:34]([CH2:39][C:40](O)=[O:41])=[N:35][S:36](=[O:38])(=[O:37])[C:31]=2[CH:30]=1)(=[O:27])=[O:26].Cl.CN(C)CCCN=C=NCC.C(N(CC)CC)C, predict the reaction product. The product is: [F:1][C:2]1[CH:7]=[CH:6][C:5]([CH2:8][N:9]2[C:40](=[O:41])[C:39]([C:34]3[NH:33][C:32]4[CH:43]=[CH:44][C:29]([NH:28][S:25]([CH3:24])(=[O:27])=[O:26])=[CH:30][C:31]=4[S:36](=[O:38])(=[O:37])[N:35]=3)=[C:20]([OH:21])[C@H:11]3[C@@H:10]2[CH:19]2[CH:18]4[CH:17]5[CH:12]3[CH:13]3[CH:14]2[CH:15]4[CH:16]53)=[CH:4][CH:3]=1.